This data is from Forward reaction prediction with 1.9M reactions from USPTO patents (1976-2016). The task is: Predict the product of the given reaction. (1) Given the reactants [CH3:1][O:2][C:3]([CH:5]1[N:10](CC2C=CC(OC)=CC=2OC)[CH2:9][C:8]2[C:22]([C:25]3[CH:30]=[CH:29][CH:28]=[CH:27][CH:26]=3)=[CH:23][O:24][C:7]=2[C:6]1=[O:31])=[O:4].S(Cl)(Cl)=O.C(=O)(O)[O-].[Na+], predict the reaction product. The product is: [CH3:1][O:2][C:3]([C:5]1[N:10]=[CH:9][C:8]2[C:22]([C:25]3[CH:26]=[CH:27][CH:28]=[CH:29][CH:30]=3)=[CH:23][O:24][C:7]=2[C:6]=1[OH:31])=[O:4]. (2) Given the reactants [Br:1][C:2]1[CH:7]=[CH:6][C:5]([C@@H:8]([NH:10][CH2:11][CH2:12][C:13]([C:15]2[CH:20]=[CH:19][CH:18]=[CH:17][CH:16]=2)=[O:14])[CH3:9])=[CH:4][CH:3]=1.CCN(CC)CC.[CH3:28][C:29]([O:32][C:33](O[C:33]([O:32][C:29]([CH3:31])([CH3:30])[CH3:28])=[O:34])=[O:34])([CH3:31])[CH3:30], predict the reaction product. The product is: [Br:1][C:2]1[CH:3]=[CH:4][C:5]([C@@H:8]([N:10]([CH2:11][CH2:12][C:13](=[O:14])[C:15]2[CH:16]=[CH:17][CH:18]=[CH:19][CH:20]=2)[C:33](=[O:34])[O:32][C:29]([CH3:31])([CH3:30])[CH3:28])[CH3:9])=[CH:6][CH:7]=1. (3) The product is: [ClH:1].[Cl:30][C:24]1[CH:25]=[C:26]([Cl:29])[CH:27]=[CH:28][C:23]=1[C:21]1[C:20](=[O:31])[N:19]([CH3:32])[C:13]2[N:14]([CH3:18])[C:15]3[C:11]([C:12]=2[CH:22]=1)=[CH:10][C:9]([C:5]1[CH:4]=[C:3]([CH2:2][N:39]2[CH2:44][CH2:43][O:42][CH2:41][CH2:40]2)[N:7]([CH3:8])[N:6]=1)=[CH:17][CH:16]=3. Given the reactants [Cl:1][CH2:2][C:3]1[N:7]([CH3:8])[N:6]=[C:5]([C:9]2[CH:10]=[C:11]3[C:15](=[CH:16][CH:17]=2)[N:14]([CH3:18])[C:13]2[N:19]([CH3:32])[C:20](=[O:31])[C:21]([C:23]4[CH:28]=[CH:27][C:26]([Cl:29])=[CH:25][C:24]=4[Cl:30])=[CH:22][C:12]3=2)[CH:4]=1.C([O-])([O-])=O.[K+].[K+].[NH:39]1[CH2:44][CH2:43][O:42][CH2:41][CH2:40]1.Cl, predict the reaction product.